This data is from Forward reaction prediction with 1.9M reactions from USPTO patents (1976-2016). The task is: Predict the product of the given reaction. (1) The product is: [Cl:31][C:32]1[CH:39]=[C:38]([Cl:40])[CH:37]=[CH:36][C:33]=1[CH:34]1[CH2:29][C:28](=[O:30])[C:22]2[C:21](=[CH:26][CH:25]=[C:24]([OH:27])[CH:23]=2)[O:20]1. Given the reactants FC1C=C(C2CC(=O)C3C(=CC=C(O)C=3)O2)C=CC=1.[OH:20][C:21]1[CH:26]=[CH:25][C:24]([OH:27])=[CH:23][C:22]=1[C:28](=[O:30])[CH3:29].[Cl:31][C:32]1[CH:39]=[C:38]([Cl:40])[CH:37]=[CH:36][C:33]=1[CH:34]=O, predict the reaction product. (2) Given the reactants Cl[C:2]1[C:3]2[C:4](=[CH:16][N:17](CC3C=CC(OC)=CC=3)[N:18]=2)[N:5]=[C:6]([C:8]2[CH:13]=[CH:12][CH:11]=[C:10]([O:14][CH3:15])[CH:9]=2)[N:7]=1.[CH:28]1([C:31]2[NH:35][N:34]=[C:33]([NH2:36])[CH:32]=2)[CH2:30][CH2:29]1.Cl, predict the reaction product. The product is: [CH:28]1([C:31]2[NH:35][N:34]=[C:33]([NH:36][C:2]3[C:3]4[NH:18][N:17]=[CH:16][C:4]=4[N:5]=[C:6]([C:8]4[CH:13]=[CH:12][CH:11]=[C:10]([O:14][CH3:15])[CH:9]=4)[N:7]=3)[CH:32]=2)[CH2:30][CH2:29]1. (3) Given the reactants [CH2:1]([N:8]([CH2:23][CH2:24][OH:25])[C:9]([CH:11]1[C:14]2[CH:15]=[CH:16][CH:17]=[C:18]([C:19]([F:22])([F:21])[F:20])[C:13]=2[CH2:12]1)=[O:10])[C:2]1[CH:7]=[CH:6][CH:5]=[CH:4][CH:3]=1.CC(OI1(OC(C)=O)(OC(C)=O)OC(=O)C2C=CC=CC1=2)=O.C([O-])(O)=O.[Na+].C(OCC)(=O)C, predict the reaction product. The product is: [CH2:1]([N:8]([CH2:23][CH:24]=[O:25])[C:9]([CH:11]1[C:14]2[CH:15]=[CH:16][CH:17]=[C:18]([C:19]([F:20])([F:21])[F:22])[C:13]=2[CH2:12]1)=[O:10])[C:2]1[CH:7]=[CH:6][CH:5]=[CH:4][CH:3]=1. (4) Given the reactants COC(=O)C1C=CC(NC(=O)C2C=CC(O)=C(N)C=2)=NC=1.[CH3:22][O:23][C:24](=[O:44])[C:25]1[CH:30]=[CH:29][C:28]([NH:31][C:32]([C:34]2[CH:35]=[CH:36][C:37]3[O:42][CH2:41][CH2:40][NH:39][C:38]=3[CH:43]=2)=[O:33])=[N:27][CH:26]=1.[Cl:45][C:46]1[CH:47]=[CH:48][C:49]([O:56][CH3:57])=[C:50]([S:52](Cl)(=[O:54])=[O:53])[CH:51]=1, predict the reaction product. The product is: [CH3:22][O:23][C:24](=[O:44])[C:25]1[CH:30]=[CH:29][C:28]([NH:31][C:32]([C:34]2[CH:35]=[CH:36][C:37]3[O:42][CH2:41][CH2:40][N:39]([S:52]([C:50]4[CH:51]=[C:46]([Cl:45])[CH:47]=[CH:48][C:49]=4[O:56][CH3:57])(=[O:53])=[O:54])[C:38]=3[CH:43]=2)=[O:33])=[N:27][CH:26]=1. (5) Given the reactants [H-].[Al+3].[Li+].[H-].[H-].[H-].C[O:8][C:9](=O)[C:10]1[CH:15]=[CH:14][C:13]([O:16][C:17]2[CH:22]=[C:21]([C:23](=[O:30])[NH:24][C:25]3[S:26][CH:27]=[CH:28][N:29]=3)[CH:20]=[C:19]([O:31][CH:32]([CH3:34])[CH3:33])[CH:18]=2)=[N:12][CH:11]=1.C(=O)([O-])O.[Na+].C(OCC)(=O)C, predict the reaction product. The product is: [OH:8][CH2:9][C:10]1[CH:15]=[CH:14][C:13]([O:16][C:17]2[CH:22]=[C:21]([CH:20]=[C:19]([O:31][CH:32]([CH3:34])[CH3:33])[CH:18]=2)[C:23]([NH:24][C:25]2[S:26][CH:27]=[CH:28][N:29]=2)=[O:30])=[N:12][CH:11]=1. (6) Given the reactants [CH2:1]([C@@:5]1([C:21]([O:23]C(C)(C)C)=[O:22])[CH2:9][C@H:8]([C:10]2[N:14]=[C:13]([CH3:15])[O:12][N:11]=2)[C@H:7]([C:16]2[S:17][CH:18]=[CH:19][N:20]=2)[NH:6]1)[CH:2]([CH3:4])[CH3:3].[CH3:28][O:29][C:30]1[CH:31]=[C:32]([CH:36]=[CH:37][C:38]=1[C:39]([CH3:42])([CH3:41])[CH3:40])[C:33](Cl)=[O:34].FC(F)(F)C(O)=O, predict the reaction product. The product is: [CH2:1]([C@@:5]1([C:21]([OH:23])=[O:22])[CH2:9][C@H:8]([C:10]2[N:14]=[C:13]([CH3:15])[O:12][N:11]=2)[C@H:7]([C:16]2[S:17][CH:18]=[CH:19][N:20]=2)[N:6]1[C:33](=[O:34])[C:32]1[CH:36]=[CH:37][C:38]([C:39]([CH3:40])([CH3:41])[CH3:42])=[C:30]([O:29][CH3:28])[CH:31]=1)[CH:2]([CH3:3])[CH3:4]. (7) Given the reactants C([O:4][P:5]([C:11]1[CH:16]=[CH:15][C:14]([O:17][C:18]2[CH:23]=[C:22]([C:24](=[O:31])[NH:25][C:26]3[S:27][CH:28]=[CH:29][N:30]=3)[CH:21]=[C:20]([S:32][C:33]3[N:34]([CH3:38])[CH:35]=[CH:36][N:37]=3)[CH:19]=2)=[CH:13][CH:12]=1)(=[O:10])[O:6]C(C)C)(C)C.[Br:39][Si](C)(C)C, predict the reaction product. The product is: [BrH:39].[CH3:38][N:34]1[CH:35]=[CH:36][N:37]=[C:33]1[S:32][C:20]1[CH:19]=[C:18]([CH:23]=[C:22]([C:24](=[O:31])[NH:25][C:26]2[S:27][CH:28]=[CH:29][N:30]=2)[CH:21]=1)[O:17][C:14]1[CH:15]=[CH:16][C:11]([P:5](=[O:4])([OH:6])[OH:10])=[CH:12][CH:13]=1.